Dataset: Forward reaction prediction with 1.9M reactions from USPTO patents (1976-2016). Task: Predict the product of the given reaction. (1) Given the reactants [Si]([O:8][CH:9]([CH2:21][CH3:22])[CH2:10]/[CH:11]=[C:12](\[CH3:20])/[CH2:13][CH2:14][C:15]([O:17][CH2:18][CH3:19])=[O:16])(C(C)(C)C)(C)C.[OH-].[Na+].[C:25]([O-])([O-])=O.[K+].[K+].C(Br)C=C.CCCC[N+](CCCC)(CCCC)CCCC.[F-], predict the reaction product. The product is: [OH:8][CH:9]([CH2:21][CH3:22])[CH2:10]/[CH:11]=[C:12](\[CH3:20])/[CH2:13][CH2:14][C:15]([O:17][CH2:18][CH:19]=[CH2:25])=[O:16]. (2) Given the reactants [Cl:1][C:2]1[CH:7]=[CH:6][C:5]([NH:8][C:9](=[O:20])[C:10]2[CH:15]=[CH:14][CH:13]=[C:12]([C:16]([F:19])([F:18])[F:17])[CH:11]=2)=[CH:4][C:3]=1[C:21]1[N:26]2[N:27]=[CH:28][CH:29]=[C:25]2[N:24]=[CH:23][CH:22]=1.[Br:30]N1C(=O)CCC1=O, predict the reaction product. The product is: [Br:30][C:29]1[CH:28]=[N:27][N:26]2[C:21]([C:3]3[CH:4]=[C:5]([NH:8][C:9](=[O:20])[C:10]4[CH:15]=[CH:14][CH:13]=[C:12]([C:16]([F:19])([F:17])[F:18])[CH:11]=4)[CH:6]=[CH:7][C:2]=3[Cl:1])=[CH:22][CH:23]=[N:24][C:25]=12. (3) Given the reactants B(F)(F)F.CC[O:7][CH2:8][CH3:9].OCC[C:13]#[C:14][C:15]([O:17][CH2:18][C:19]1[CH:24]=[CH:23][CH:22]=[CH:21][CH:20]=1)=O.C(=O)(O)[O-:26].[Na+], predict the reaction product. The product is: [CH2:18]([O:17][C:15]1[CH2:14][CH2:13][O:7][C:8](=[O:26])[CH:9]=1)[C:19]1[CH:20]=[CH:21][CH:22]=[CH:23][CH:24]=1. (4) Given the reactants COC1C=CC(C([O:22][CH2:23][C@H:24]2[O:28][C@@H:27]([N:29]3[CH:37]=[C:35]([CH3:36])[C:33](=[O:34])[NH:32][C:30]3=[O:31])[CH2:26][C@@H:25]2[O:38][C:39](=[O:41])[CH3:40])(C2C=CC=CC=2)C2C=CC(OC)=CC=2)=CC=1.C1(S(O)(=O)=O)C=CC=CC=1.C(=O)(O)[O-].[Na+], predict the reaction product. The product is: [C:39]([O:38][C@@H:25]1[C@@H:24]([CH2:23][OH:22])[O:28][C@@H:27]([N:29]2[CH:37]=[C:35]([CH3:36])[C:33](=[O:34])[NH:32][C:30]2=[O:31])[CH2:26]1)(=[O:41])[CH3:40]. (5) Given the reactants [C:1]1([C:7]#[C:8][C:9]2[CH2:13][C:12]3([CH2:18][CH2:17][NH:16][CH2:15][CH2:14]3)[O:11][N:10]=2)[CH:6]=[CH:5][CH:4]=[CH:3][CH:2]=1.Cl[C:20]1[C:25]([N+:26]([O-:28])=[O:27])=[CH:24][CH:23]=[C:22]([CH3:29])[N:21]=1.C(N(CC)CC)C.O, predict the reaction product. The product is: [CH3:29][C:22]1[N:21]=[C:20]([N:16]2[CH2:17][CH2:18][C:12]3([O:11][N:10]=[C:9]([C:8]#[C:7][C:1]4[CH:6]=[CH:5][CH:4]=[CH:3][CH:2]=4)[CH2:13]3)[CH2:14][CH2:15]2)[C:25]([N+:26]([O-:28])=[O:27])=[CH:24][CH:23]=1. (6) Given the reactants [NH2:1][C:2]1[CH:7]=[CH:6][CH:5]=[CH:4][C:3]=1[NH:8][C:9]([C@H:11]1[CH2:16][C@H:15]([NH:17][C:18]([NH:20][C:21]2[CH:26]=[CH:25][C:24]([C:27]#[N:28])=[CH:23][CH:22]=2)=[O:19])[CH2:14][CH2:13][N:12]1[C:29](OC(C)(C)C)=O)=O.C=O.C([BH3-])#N.[Na+].C1COCC1, predict the reaction product. The product is: [NH:1]1[C:2]2[CH:7]=[CH:6][CH:5]=[CH:4][C:3]=2[N:8]=[C:9]1[C@H:11]1[CH2:16][C@H:15]([NH:17][C:18]([NH:20][C:21]2[CH:26]=[CH:25][C:24]([C:27]#[N:28])=[CH:23][CH:22]=2)=[O:19])[CH2:14][CH2:13][N:12]1[CH3:29]. (7) Given the reactants FC(F)(F)S([O:6][C:7]1[CH:20]=[CH:19][C:10]2[C@H:11]([CH2:14][C:15]([O:17]C)=[O:16])[CH2:12][O:13][C:9]=2[CH:8]=1)(=O)=O.[CH3:23][C:24]1[CH:29]=[C:28]([O:30][CH2:31][CH2:32][CH2:33][S:34]([CH3:37])(=[O:36])=[O:35])[CH:27]=[C:26]([CH3:38])[C:25]=1[C:39]1[CH:44]=[CH:43][CH:42]=[C:41]([CH2:45]O)[CH:40]=1.P([O-])([O-])([O-])=O.[K+].[K+].[K+].C1(C)C=CC=CC=1, predict the reaction product. The product is: [CH3:38][C:26]1[CH:27]=[C:28]([O:30][CH2:31][CH2:32][CH2:33][S:34]([CH3:37])(=[O:35])=[O:36])[CH:29]=[C:24]([CH3:23])[C:25]=1[C:39]1[CH:44]=[CH:43][CH:42]=[C:41]([CH2:45][O:6][C:7]2[CH:20]=[CH:19][C:10]3[C:11]([CH2:14][C:15]([OH:17])=[O:16])=[CH:12][O:13][C:9]=3[CH:8]=2)[CH:40]=1. (8) Given the reactants Cl.C(OC([NH:9][CH:10](C)[CH2:11][N:12]1[C:16]([C:17](OCC)=[O:18])=[CH:15][C:14]([CH2:22][O:23][C:24]2[CH:29]=[CH:28][CH:27]=[CH:26][CH:25]=2)=[N:13]1)=O)(C)(C)C, predict the reaction product. The product is: [O:23]([CH2:22][C:14]1[CH:15]=[C:16]2[C:17](=[O:18])[NH:9][CH2:10][CH2:11][N:12]2[N:13]=1)[C:24]1[CH:29]=[CH:28][CH:27]=[CH:26][CH:25]=1.